Dataset: Catalyst prediction with 721,799 reactions and 888 catalyst types from USPTO. Task: Predict which catalyst facilitates the given reaction. (1) Reactant: [F:1][C:2]1[CH:23]=[C:22]([N+:24]([O-])=O)[CH:21]=[CH:20][C:3]=1[O:4][C:5]1[C:10]2=[C:11]([CH3:19])[C:12]([C:14]([O:16][CH2:17][CH3:18])=[O:15])=[CH:13][N:9]2[N:8]=[CH:7][N:6]=1.CO.[NH4+].[Cl-]. Product: [NH2:24][C:22]1[CH:21]=[CH:20][C:3]([O:4][C:5]2[C:10]3=[C:11]([CH3:19])[C:12]([C:14]([O:16][CH2:17][CH3:18])=[O:15])=[CH:13][N:9]3[N:8]=[CH:7][N:6]=2)=[C:2]([F:1])[CH:23]=1. The catalyst class is: 324. (2) Reactant: CC1C=CC(S([CH2:11][N+:12]#[C-])(=O)=O)=CC=1.CC([O-])(C)C.[K+].[CH3:20][Si:21]([CH3:34])([CH3:33])[CH2:22][CH2:23][O:24][CH2:25][N:26]1[CH:30]=[CH:29][N:28]=[C:27]1[CH:31]=O.CO. Product: [CH3:20][Si:21]([CH3:34])([CH3:33])[CH2:22][CH2:23][O:24][CH2:25][N:26]1[CH:30]=[CH:29][N:28]=[C:27]1[CH2:31][C:11]#[N:12]. The catalyst class is: 57. (3) Reactant: [CH3:1][O:2][C:3]1[C:8]([CH:9]([NH:17]S(C(C)(C)C)=O)[CH2:10][CH2:11][CH2:12][C:13]([O:15][CH3:16])=[O:14])=[C:7]([O:24][CH3:25])[CH:6]=[CH:5][N:4]=1.Cl.O1CCOCC1. Product: [NH2:17][CH:9]([C:8]1[C:3]([O:2][CH3:1])=[N:4][CH:5]=[CH:6][C:7]=1[O:24][CH3:25])[CH2:10][CH2:11][CH2:12][C:13]([O:15][CH3:16])=[O:14]. The catalyst class is: 5. (4) Reactant: [NH2:1][C:2]1[C:7]([C:8]([F:11])([F:10])[F:9])=[CH:6][CH:5]=[CH:4][N:3]=1.C1C(=O)N([Br:19])C(=O)C1. Product: [Br:19][C:5]1[CH:6]=[C:7]([C:8]([F:9])([F:11])[F:10])[C:2]([NH2:1])=[N:3][CH:4]=1. The catalyst class is: 10. (5) Reactant: [F:1][C:2]1[CH:7]=[CH:6][C:5]([O:8][CH3:9])=[CH:4][C:3]=1[CH3:10].C([Li])CCC.[NH2:16][C:17]1[N:28]=[C:27]([Cl:29])[CH:26]=[CH:25][C:18]=1[C:19](N(OC)C)=[O:20]. Product: [NH2:16][C:17]1[C:18]([C:19]([C:6]2[CH:7]=[C:2]([F:1])[C:3]([CH3:10])=[CH:4][C:5]=2[O:8][CH3:9])=[O:20])=[CH:25][CH:26]=[C:27]([Cl:29])[N:28]=1. The catalyst class is: 7. (6) Reactant: [Si:1]([O:8][C@H:9]1[C@@H:13]([O:14][Si:15]([C:18]([CH3:21])([CH3:20])[CH3:19])([CH3:17])[CH3:16])[C@H:12]([N:22]2[CH:27]=[CH:26][C:25](=[O:28])[NH:24][C:23]2=[O:29])[O:11][CH:10]1[C@H:30]([OH:62])[C@@H:31]([C:55]([O:57][C:58]([CH3:61])([CH3:60])[CH3:59])=[O:56])[NH:32][CH2:33][CH2:34][CH2:35][NH:36][C:37](=[O:54])[C@H:38](CC(C)C)[NH:39][C:40](=[O:49])[O:41][CH2:42][C:43]1[CH:48]=[CH:47][CH:46]=[CH:45][CH:44]=1)([C:4]([CH3:7])([CH3:6])[CH3:5])([CH3:3])[CH3:2].C[C@H](NC(=O)O[CH2:75][C:76]1[CH:81]=[CH:80][CH:79]=[CH:78][CH:77]=1)C(=O)NCCC=O.[C:83](O[BH-](OC(=O)C)OC(=O)C)(=[O:85])C.[Na+].O1CCC[CH2:98]1. Product: [Si:1]([O:8][C@H:9]1[C@@H:13]([O:14][Si:15]([C:18]([CH3:21])([CH3:19])[CH3:20])([CH3:17])[CH3:16])[C@H:12]([N:22]2[CH:27]=[CH:26][C:25](=[O:28])[N:24]([CH2:75][C:76]3[CH:77]=[CH:78][C:79]([O:85][CH3:83])=[CH:80][CH:81]=3)[C:23]2=[O:29])[O:11][CH:10]1[C@H:30]([OH:62])[C@@H:31]([C:55]([O:57][C:58]([CH3:60])([CH3:61])[CH3:59])=[O:56])[NH:32][CH2:33][CH2:34][CH2:35][NH:36][C:37](=[O:54])[C@H:38]([CH3:98])[NH:39][C:40](=[O:49])[O:41][CH2:42][C:43]1[CH:48]=[CH:47][CH:46]=[CH:45][CH:44]=1)([C:4]([CH3:7])([CH3:6])[CH3:5])([CH3:3])[CH3:2]. The catalyst class is: 15. (7) Reactant: [NH2:1][C:2]1([CH2:6][NH:7][C:8]2[C:17]3[C:12](=[CH:13][CH:14]=[C:15]([CH3:18])[CH:16]=3)[N:11]=[C:10]([N:19]3[CH2:25][C:24]4[CH:26]=[CH:27][CH:28]=[C:29](F)[C:23]=4[S:22](=[O:32])(=[O:31])[CH2:21][CH2:20]3)[CH:9]=2)[CH2:5][O:4][CH2:3]1.[CH3:33][O-:34].[Na+]. Product: [NH2:1][C:2]1([CH2:6][NH:7][C:8]2[C:17]3[C:12](=[CH:13][CH:14]=[C:15]([CH3:18])[CH:16]=3)[N:11]=[C:10]([N:19]3[CH2:25][C:24]4[CH:26]=[CH:27][CH:28]=[C:29]([O:34][CH3:33])[C:23]=4[S:22](=[O:32])(=[O:31])[CH2:21][CH2:20]3)[CH:9]=2)[CH2:5][O:4][CH2:3]1. The catalyst class is: 5.